This data is from Reaction yield outcomes from USPTO patents with 853,638 reactions. The task is: Predict the reaction yield, written as a fraction of the theoretical maximum amount of product (1.0 means a 100% yield; for example, 0.34 means a 34% yield). (1) The reactants are CCCCCCC.[N+:8]([CH2:11][C@:12]1([CH2:19][C:20]([O:22]CC)=[O:21])[CH2:18][C@@H:17]2[C@H:13]1[CH2:14][CH2:15][CH2:16]2)([O-:10])=[O:9].O1CCCC1.[OH-].[Na+]. The catalyst is O. The product is [N+:8]([CH2:11][C@:12]1([CH2:19][C:20]([OH:22])=[O:21])[CH2:18][C@@H:17]2[C@H:13]1[CH2:14][CH2:15][CH2:16]2)([O-:10])=[O:9]. The yield is 0.970. (2) The reactants are [F:1][C:2]([F:7])([F:6])[C:3]([OH:5])=[O:4].[F:8][C:9]([F:14])([F:13])[C:10]([OH:12])=[O:11].FC(F)(F)C(O)=O.[Cl:22][C:23]1[CH:24]=[N:25][C:26]2[NH:27][C:28]3[CH:29]=[N:30][CH:31]=[C:32]([CH:54]=3)[CH2:33][CH2:34][C:35]3[CH:43]=[C:39]([NH:40][C:41]=1[N:42]=2)[CH:38]=[CH:37][C:36]=3[NH:44][C:45](=[O:53])[CH2:46][CH:47]1[CH2:52][CH2:51][NH:50][CH2:49][CH2:48]1.[C:55]([C:57]1[CH:58]=[C:59]([S:63](Cl)(=[O:65])=[O:64])[CH:60]=[CH:61][CH:62]=1)#[N:56]. No catalyst specified. The product is [F:1][C:2]([F:7])([F:6])[C:3]([OH:5])=[O:4].[F:8][C:9]([F:14])([F:13])[C:10]([OH:12])=[O:11].[Cl:22][C:23]1[CH:24]=[N:25][C:26]2[NH:27][C:28]3[CH:29]=[N:30][CH:31]=[C:32]([CH:54]=3)[CH2:33][CH2:34][C:35]3[CH:43]=[C:39]([NH:40][C:41]=1[N:42]=2)[CH:38]=[CH:37][C:36]=3[NH:44][C:45](=[O:53])[CH2:46][CH:47]1[CH2:52][CH2:51][N:50]([S:63]([C:59]2[CH:60]=[CH:61][CH:62]=[C:57]([C:55]#[N:56])[CH:58]=2)(=[O:65])=[O:64])[CH2:49][CH2:48]1. The yield is 0.250. (3) The reactants are [CH3:1][CH:2]1[CH2:7][CH2:6][N:5]([S:8]([C:11]2[CH:17]=[CH:16][C:14]([NH2:15])=[CH:13][CH:12]=2)(=[O:10])=[O:9])[CH2:4][CH2:3]1.[N+:18]([C:21]1[O:25][C:24]([C:26](Cl)=[O:27])=[CH:23][CH:22]=1)([O-:20])=[O:19].C(#N)C. The catalyst is C(Cl)Cl. The product is [CH3:1][CH:2]1[CH2:3][CH2:4][N:5]([S:8]([C:11]2[CH:12]=[CH:13][C:14]([NH:15][C:26]([C:24]3[O:25][C:21]([N+:18]([O-:20])=[O:19])=[CH:22][CH:23]=3)=[O:27])=[CH:16][CH:17]=2)(=[O:9])=[O:10])[CH2:6][CH2:7]1. The yield is 0.860.